Dataset: Reaction yield outcomes from USPTO patents with 853,638 reactions. Task: Predict the reaction yield, written as a fraction of the theoretical maximum amount of product (1.0 means a 100% yield; for example, 0.34 means a 34% yield). The reactants are [CH2:1]([N:8]1[C:16]2[C:11](=[CH:12][C:13]([O:17][CH3:18])=[CH:14][CH:15]=2)[C:10](=O)[C:9]1=[O:20])[C:2]1[CH:7]=[CH:6][CH:5]=[CH:4][CH:3]=1.O.NN. The catalyst is CS(C)=O.O.CCOC(C)=O. The product is [CH2:1]([N:8]1[C:16]2[C:11](=[CH:12][C:13]([O:17][CH3:18])=[CH:14][CH:15]=2)[CH2:10][C:9]1=[O:20])[C:2]1[CH:7]=[CH:6][CH:5]=[CH:4][CH:3]=1. The yield is 0.850.